Dataset: Full USPTO retrosynthesis dataset with 1.9M reactions from patents (1976-2016). Task: Predict the reactants needed to synthesize the given product. (1) Given the product [CH2:22]([O:20][C:5]1[CH:4]=[C:3]([CH2:2][OH:1])[CH:8]=[C:7]([O:9][C:10]2[CH:15]=[CH:14][C:13]([C:16]([F:17])([F:18])[F:19])=[CH:12][N:11]=2)[CH:6]=1)[CH3:23], predict the reactants needed to synthesize it. The reactants are: [OH:1][CH2:2][C:3]1[CH:4]=[C:5]([OH:20])[CH:6]=[C:7]([O:9][C:10]2[CH:15]=[CH:14][C:13]([C:16]([F:19])([F:18])[F:17])=[CH:12][N:11]=2)[CH:8]=1.I[CH2:22][CH3:23].C(=O)([O-])[O-].[K+].[K+].C1OCCOCCOCCOCCOCCOC1. (2) Given the product [CH3:1][N:2]([CH3:19])[CH2:3][CH2:4][N:5]1[CH2:11][CH2:10][CH2:9][C:8]2[NH:12][C:13](/[CH:16]=[C:24]3\[C:25](=[O:30])[NH:26][C:27]4[C:23]\3=[CH:22][C:21]([F:20])=[CH:29][CH:28]=4)=[C:14]([CH3:15])[C:7]=2[C:6]1=[O:18], predict the reactants needed to synthesize it. The reactants are: [CH3:1][N:2]([CH3:19])[CH2:3][CH2:4][N:5]1[CH2:11][CH2:10][CH2:9][C:8]2[NH:12][C:13]([CH:16]=O)=[C:14]([CH3:15])[C:7]=2[C:6]1=[O:18].[F:20][C:21]1[CH:22]=[C:23]2[C:27](=[CH:28][CH:29]=1)[NH:26][C:25](=[O:30])[CH2:24]2. (3) Given the product [Cl:15][C:7]1[CH:6]=[C:5]([CH:10]=[C:9]([S:11]([CH3:14])(=[O:13])=[O:12])[CH:8]=1)[O:4][CH2:3][CH2:2][NH:19][CH2:16][CH2:17][CH3:18], predict the reactants needed to synthesize it. The reactants are: Br[CH2:2][CH2:3][O:4][C:5]1[CH:10]=[C:9]([S:11]([CH3:14])(=[O:13])=[O:12])[CH:8]=[C:7]([Cl:15])[CH:6]=1.[CH2:16]([NH2:19])[CH2:17][CH3:18].Cl. (4) Given the product [CH3:24][N:9]([CH2:10][C:11](=[O:23])[N:12]1[CH2:17][C@H:16]([OH:18])[C@@H:15]([OH:19])[C@@H:14]([OH:20])[CH:13]1[CH2:21][OH:22])[C:8]([NH2:25])=[NH:7], predict the reactants needed to synthesize it. The reactants are: C(OC(=O)[N:7]=[C:8]([NH:25]C(OC(C)(C)C)=O)[N:9]([CH3:24])[CH2:10][C:11](=[O:23])[N:12]1[CH2:17][C@H:16]([OH:18])[C@@H:15]([OH:19])[C@@H:14]([OH:20])[CH:13]1[CH2:21][OH:22])(C)(C)C. (5) Given the product [C:1]([C:3]1[CH:4]=[CH:5][C:6]([CH:9]2[C:14]([C:15]([O:17][CH2:39][CH2:40][N:41]([CH2:44][CH3:45])[CH2:42][CH3:43])=[O:16])=[C:13]([CH3:18])[N:12]([C:19]3[CH:24]=[CH:23][CH:22]=[C:21]([C:25]([F:28])([F:27])[F:26])[CH:20]=3)[C:11]([S:29][CH3:30])=[N:10]2)=[CH:7][CH:8]=1)#[N:2], predict the reactants needed to synthesize it. The reactants are: [C:1]([C:3]1[CH:8]=[CH:7][C:6]([CH:9]2[C:14]([C:15]([OH:17])=[O:16])=[C:13]([CH3:18])[N:12]([C:19]3[CH:24]=[CH:23][CH:22]=[C:21]([C:25]([F:28])([F:27])[F:26])[CH:20]=3)[C:11]([S:29][CH3:30])=[N:10]2)=[CH:5][CH:4]=1)#[N:2].C(=O)([O-])[O-].[K+].[K+].Br.Br[CH2:39][CH2:40][N:41]([CH2:44][CH3:45])[CH2:42][CH3:43]. (6) Given the product [Cl:11][C:10]1[CH:9]=[CH:8][CH:7]=[C:3]2[C:2]=1[N:1]=[C:28]([CH:25]1[CH2:26][CH2:27][N:22]([CH3:20])[CH2:23][CH2:24]1)[NH:6][C:4]2=[O:5], predict the reactants needed to synthesize it. The reactants are: [NH2:1][C:2]1[C:10]([Cl:11])=[CH:9][CH:8]=[CH:7][C:3]=1[C:4]([NH2:6])=[O:5].C(O[C:20]([N:22]1[CH2:27][CH2:26][CH:25]([C:28](Cl)=O)[CH2:24][CH2:23]1)=O)C1C=CC=CC=1.